Dataset: Peptide-MHC class II binding affinity with 134,281 pairs from IEDB. Task: Regression. Given a peptide amino acid sequence and an MHC pseudo amino acid sequence, predict their binding affinity value. This is MHC class II binding data. The peptide sequence is GLNITGVTCGPGHGI. The MHC is DRB1_0401 with pseudo-sequence DRB1_0401. The binding affinity (normalized) is 0.386.